Regression. Given two drug SMILES strings and cell line genomic features, predict the synergy score measuring deviation from expected non-interaction effect. From a dataset of NCI-60 drug combinations with 297,098 pairs across 59 cell lines. Drug 1: CC1=C2C(C(=O)C3(C(CC4C(C3C(C(C2(C)C)(CC1OC(=O)C(C(C5=CC=CC=C5)NC(=O)C6=CC=CC=C6)O)O)OC(=O)C7=CC=CC=C7)(CO4)OC(=O)C)O)C)OC(=O)C. Drug 2: CC1=C(N=C(N=C1N)C(CC(=O)N)NCC(C(=O)N)N)C(=O)NC(C(C2=CN=CN2)OC3C(C(C(C(O3)CO)O)O)OC4C(C(C(C(O4)CO)O)OC(=O)N)O)C(=O)NC(C)C(C(C)C(=O)NC(C(C)O)C(=O)NCCC5=NC(=CS5)C6=NC(=CS6)C(=O)NCCC[S+](C)C)O. Cell line: NCI/ADR-RES. Synergy scores: CSS=29.9, Synergy_ZIP=2.91, Synergy_Bliss=-1.89, Synergy_Loewe=-11.3, Synergy_HSA=-1.61.